The task is: Predict which catalyst facilitates the given reaction.. This data is from Catalyst prediction with 721,799 reactions and 888 catalyst types from USPTO. (1) Reactant: [CH3:1][S:2]([N:5]1[CH2:14][CH2:13][C:12]2[C:7](=[CH:8][CH:9]=[C:10]([OH:15])[CH:11]=2)[CH2:6]1)(=[O:4])=[O:3].CCN(CC)CC.[F:23][C:24]([F:37])([F:36])[S:25](O[S:25]([C:24]([F:37])([F:36])[F:23])(=[O:27])=[O:26])(=[O:27])=[O:26].CCOCC. Product: [F:23][C:24]([F:37])([F:36])[S:25]([O:15][C:10]1[CH:11]=[C:12]2[C:7](=[CH:8][CH:9]=1)[CH2:6][N:5]([S:2]([CH3:1])(=[O:4])=[O:3])[CH2:14][CH2:13]2)(=[O:27])=[O:26]. The catalyst class is: 2. (2) Reactant: [CH2:1]1[C:7]2=[C:8]3[C:12](=[CH:13][CH:14]=[C:6]2[O:5][CH2:4][CH2:3][N:2]1C(OC(C)(C)C)=O)[NH:11][CH:10]=[CH:9]3.[H-].[Na+].CN(C=O)C.[F:29][C:30]([F:42])([F:41])[C:31]1[CH:32]=[C:33]([S:37](Cl)(=[O:39])=[O:38])[CH:34]=[CH:35][CH:36]=1. Product: [F:42][C:30]([F:29])([F:41])[C:31]1[CH:32]=[C:33]([S:37]([N:11]2[C:12]3[C:8](=[C:7]4[CH2:1][NH:2][CH2:3][CH2:4][O:5][C:6]4=[CH:14][CH:13]=3)[CH:9]=[CH:10]2)(=[O:38])=[O:39])[CH:34]=[CH:35][CH:36]=1. The catalyst class is: 547. (3) The catalyst class is: 51. Reactant: Cl[C:2]1[N:11]=[CH:10][C:9]2[C:4](=[C:5]([CH3:13])[C:6]([F:12])=[CH:7][CH:8]=2)[N:3]=1.[CH3:14][C:15]1[C:23]2[C:18](=[CH:19][C:20]([NH2:24])=[CH:21][CH:22]=2)[NH:17][N:16]=1. Product: [CH3:14][C:15]1[C:23]2[C:18](=[CH:19][C:20]([NH:24][C:2]3[N:11]=[CH:10][C:9]4[C:4](=[C:5]([CH3:13])[C:6]([F:12])=[CH:7][CH:8]=4)[N:3]=3)=[CH:21][CH:22]=2)[NH:17][N:16]=1.